From a dataset of Catalyst prediction with 721,799 reactions and 888 catalyst types from USPTO. Predict which catalyst facilitates the given reaction. (1) Product: [CH2:1]([C:3]1[CH:11]=[CH:10][C:9]2[N:8]([CH2:26][CH2:25][C:24]3[CH:23]=[N:22][C:21]([CH3:27])=[CH:20][C:19]=3[C:18]([F:29])([F:17])[F:28])[C:7]3[CH2:12][CH2:13][N:14]([CH3:16])[CH2:15][C:6]=3[C:5]=2[CH:4]=1)[CH3:2]. The catalyst class is: 37. Reactant: [CH2:1]([C:3]1[CH:11]=[CH:10][C:9]2[NH:8][C:7]3[CH2:12][CH2:13][N:14]([CH3:16])[CH2:15][C:6]=3[C:5]=2[CH:4]=1)[CH3:2].[F:17][C:18]([F:29])([F:28])[C:19]1[C:24]([CH:25]=[CH2:26])=[CH:23][N:22]=[C:21]([CH3:27])[CH:20]=1.[OH-].[K+]. (2) Reactant: C(OC([N:8]1[CH2:14][CH2:13][C:12]2[C:15]([S:20][C:21](=O)N(C)C)=[C:16]([Cl:19])[CH:17]=[CH:18][C:11]=2[CH2:10][CH2:9]1)=O)(C)(C)C.Cl[CH2:27][C:28]1[CH:33]=[CH:32][CH:31]=[C:30](C)[N:29]=1. Product: [ClH:19].[Cl:19][C:16]1[CH:17]=[CH:18][C:11]2[CH2:10][CH2:9][NH:8][CH2:14][CH2:13][C:12]=2[C:15]=1[S:20][CH2:21][C:30]1[CH:31]=[CH:32][CH:33]=[C:28]([CH3:27])[N:29]=1. The catalyst class is: 828.